From a dataset of Catalyst prediction with 721,799 reactions and 888 catalyst types from USPTO. Predict which catalyst facilitates the given reaction. (1) The catalyst class is: 29. Reactant: [CH2:1]([C:3]([C:7]1[C:12]2[N:13]([CH3:17])[C:14](=[O:16])[NH:15][C:11]=2[CH:10]=[CH:9][CH:8]=1)(O)[CH2:4][CH3:5])[CH3:2].Cl. Product: [CH2:1]([CH:3]([C:7]1[C:12]2[N:13]([CH3:17])[C:14](=[O:16])[NH:15][C:11]=2[CH:10]=[CH:9][CH:8]=1)[CH2:4][CH3:5])[CH3:2]. (2) Reactant: C(OC1O[C@H](COC(=O)C2C=CC(Cl)=CC=2)[C@@H](OC(=O)C2C=CC(Cl)=CC=2)C1)(=O)C.C[Si](NC1N=C(O[Si](C)(C)C)N=CN=1)(C)C.[Si](OS(C(F)(F)F)(=O)=O)(C)(C)C.CN.[NH2:61][C:62]1[N:67]=[CH:66][N:65]([C@H:68]2[O:82][C@H:81]([CH2:83][O:84][C:85](=[O:93])[C:86]3[CH:91]=[CH:90][C:89]([Cl:92])=[CH:88][CH:87]=3)[C@@H:70]([O:71][C:72](=[O:80])[C:73]3[CH:78]=[CH:77][C:76]([Cl:79])=[CH:75][CH:74]=3)[CH2:69]2)[C:64](=[O:94])[N:63]=1. Product: [NH2:61][C:62]1[N:67]=[CH:66][N:65]([C@@H:68]2[O:82][C@H:81]([CH2:83][O:84][C:85](=[O:93])[C:86]3[CH:91]=[CH:90][C:89]([Cl:92])=[CH:88][CH:87]=3)[C@@H:70]([O:71][C:72](=[O:80])[C:73]3[CH:78]=[CH:77][C:76]([Cl:79])=[CH:75][CH:74]=3)[CH2:69]2)[C:64](=[O:94])[N:63]=1. The catalyst class is: 138. (3) Reactant: [CH3:1][S:2](Cl)(=[O:4])=[O:3].[OH:6][CH2:7][CH2:8][O:9][CH2:10][CH2:11][O:12][C:13]1[CH:20]=[CH:19][C:16]([C:17]#[N:18])=[CH:15][CH:14]=1.C(N(CC)CC)C. Product: [CH3:1][S:2]([O:6][CH2:7][CH2:8][O:9][CH2:10][CH2:11][O:12][C:13]1[CH:14]=[CH:15][C:16]([C:17]#[N:18])=[CH:19][CH:20]=1)(=[O:4])=[O:3]. The catalyst class is: 2. (4) Reactant: [ClH:1].[F:2][C:3]1([F:17])[C:7]([F:9])([F:8])[CH2:6][N:5](CC2C=CC=CC=2)[CH2:4]1.[H][H]. Product: [ClH:1].[F:2][C:3]1([F:17])[C:7]([F:9])([F:8])[CH2:6][NH:5][CH2:4]1. The catalyst class is: 63. (5) Reactant: [C:1]([O:5][C:6]([N:8]1[C:16]2[C:11](=[CH:12][C:13]([S:17][Si](C(C)C)(C(C)C)C(C)C)=[CH:14][CH:15]=2)[CH:10]=[CH:9]1)=[O:7])([CH3:4])([CH3:3])[CH3:2].[F-].C([N+](CCCC)(CCCC)CCCC)CCC. Product: [C:1]([O:5][C:6]([N:8]1[C:16]2[C:11](=[CH:12][C:13]([SH:17])=[CH:14][CH:15]=2)[CH:10]=[CH:9]1)=[O:7])([CH3:4])([CH3:2])[CH3:3]. The catalyst class is: 54. (6) Reactant: [C:1]([C:9]1[C:10]([OH:21])=[CH:11][CH:12]=[C:13]2[C:18]=1[O:17][C:16](=[O:19])[CH:15]=[C:14]2[CH3:20])(=O)[C:2]1[CH:7]=[CH:6][CH:5]=[CH:4][CH:3]=1.Br[CH2:23][C:24]([C:26]1[CH:31]=[CH:30][CH:29]=[CH:28][CH:27]=1)=[O:25].C([O-])([O-])=O.[K+].[K+]. Product: [C:24]([C:23]1[O:21][C:10]2=[CH:11][CH:12]=[C:13]3[C:18]([O:17][C:16](=[O:19])[CH:15]=[C:14]3[CH3:20])=[C:9]2[C:1]=1[C:2]1[CH:7]=[CH:6][CH:5]=[CH:4][CH:3]=1)(=[O:25])[C:26]1[CH:31]=[CH:30][CH:29]=[CH:28][CH:27]=1. The catalyst class is: 23. (7) Reactant: [CH2:1]([N:5]1[C:14]([O:15][C@H:16]2[CH2:20][N:19](C(OC(C)(C)C)=O)[C@H:18]([C:28]([O:30][CH3:31])=[O:29])[CH2:17]2)=[CH:13][C:12]2[C:7](=[CH:8][CH:9]=[CH:10][CH:11]=2)[C:6]1=[O:32])[CH2:2][CH:3]=[CH2:4].C(O)(C(F)(F)F)=O. The catalyst class is: 2. Product: [CH2:1]([N:5]1[C:14]([O:15][C@H:16]2[CH2:20][NH:19][C@H:18]([C:28]([O:30][CH3:31])=[O:29])[CH2:17]2)=[CH:13][C:12]2[C:7](=[CH:8][CH:9]=[CH:10][CH:11]=2)[C:6]1=[O:32])[CH2:2][CH:3]=[CH2:4]. (8) Reactant: [CH3:1][S:2]([NH2:5])(=[O:4])=[O:3].[H-].[Na+].[CH2:8]([S:15][C:16]1[N:21]=[C:20](Cl)[CH:19]=[C:18]([Cl:23])[N:17]=1)[C:9]1[CH:14]=[CH:13][CH:12]=[CH:11][CH:10]=1.Cl. Product: [CH2:8]([S:15][C:16]1[N:21]=[C:20]([NH:5][S:2]([CH3:1])(=[O:4])=[O:3])[CH:19]=[C:18]([Cl:23])[N:17]=1)[C:9]1[CH:14]=[CH:13][CH:12]=[CH:11][CH:10]=1. The catalyst class is: 31. (9) Product: [O:13]=[C:14]([OH:26])[C@@H:15]([C@H:17]([C@H:19]([C@@H:21]([C:23]([OH:25])=[O:24])[OH:22])[OH:20])[OH:18])[OH:16].[N:1]1[CH:6]=[CH:5][CH:4]=[C:3]([O:7][CH2:8][CH2:9][CH2:10][CH2:11][NH2:12])[CH:2]=1.[N:1]1[CH:6]=[CH:5][CH:4]=[C:3]([O:7][CH2:8][CH2:9][CH2:10][CH2:11][NH2:12])[CH:2]=1. The catalyst class is: 8. Reactant: [N:1]1[CH:6]=[CH:5][CH:4]=[C:3]([O:7][CH2:8][CH2:9][CH2:10][CH2:11][NH2:12])[CH:2]=1.[O:13]=[C:14]([OH:26])[C@@H:15]([C@H:17]([C@H:19]([C@@H:21]([C:23]([OH:25])=[O:24])[OH:22])[OH:20])[OH:18])[OH:16].O. (10) Reactant: Br[CH2:2][C@@H:3]([C:5]1[O:9][N:8]=[C:7]([Br:10])[CH:6]=1)[OH:4].C(=O)([O-])[O-].[K+].[K+]. Product: [Br:10][C:7]1[CH:6]=[C:5]([C@@H:3]2[CH2:2][O:4]2)[O:9][N:8]=1. The catalyst class is: 21.